From a dataset of Forward reaction prediction with 1.9M reactions from USPTO patents (1976-2016). Predict the product of the given reaction. (1) Given the reactants [CH3:1][O:2][C:3](=[O:11])[C:4]1[CH:9]=[CH:8][C:7]([CH3:10])=[N:6][CH:5]=1.N(C(C)(C)C#N)=NC(C)(C)C#N.[Br:24]N1C(=O)CCC1=O, predict the reaction product. The product is: [CH3:1][O:2][C:3](=[O:11])[C:4]1[CH:9]=[CH:8][C:7]([CH2:10][Br:24])=[N:6][CH:5]=1. (2) The product is: [CH3:1][O:2][C:3](=[O:19])[C:4]1[CH:9]=[CH:8][C:7]([CH:10]([CH2:17][OH:18])[CH2:11][CH2:12][CH2:13][CH2:14][CH2:15][CH3:16])=[CH:6][CH:5]=1. Given the reactants [CH3:1][O:2][C:3](=[O:19])[C:4]1[CH:9]=[CH:8][C:7]([CH:10]([CH:17]=[O:18])[CH2:11][CH2:12][CH2:13][CH2:14][CH2:15][CH3:16])=[CH:6][CH:5]=1.[BH4-].[Na+], predict the reaction product. (3) Given the reactants [Br:1][C:2]1[CH:3]=[C:4]([N+:11]([O-])=O)[CH:5]=[C:6]2[C:10]=1[NH:9][CH:8]=[CH:7]2.C(Cl)(Cl)Cl, predict the reaction product. The product is: [Br:1][C:2]1[CH:3]=[C:4]([NH2:11])[CH:5]=[C:6]2[C:10]=1[NH:9][CH:8]=[CH:7]2.